Dataset: Reaction yield outcomes from USPTO patents with 853,638 reactions. Task: Predict the reaction yield, written as a fraction of the theoretical maximum amount of product (1.0 means a 100% yield; for example, 0.34 means a 34% yield). (1) The reactants are C[O:2][C:3](=[O:40])[C:4]1[CH:9]=[CH:8][C:7]([S:10][C:11]2[CH:16]=[CH:15][C:14]([NH:17][C:18]([O:20][C:21]([CH3:24])([CH3:23])[CH3:22])=[O:19])=[CH:13][CH:12]=2)=[C:6]([NH:25][C:26]2[C:27]3[CH:35]=[CH:34][C:33]([C:36]([CH3:39])([CH3:38])[CH3:37])=[N:32][C:28]=3[N:29]=[CH:30][N:31]=2)[CH:5]=1.[Li+].[OH-]. The catalyst is C1COCC1.CO. The yield is 0.990. The product is [C:21]([O:20][C:18]([NH:17][C:14]1[CH:13]=[CH:12][C:11]([S:10][C:7]2[CH:8]=[CH:9][C:4]([C:3]([OH:40])=[O:2])=[CH:5][C:6]=2[NH:25][C:26]2[C:27]3[CH:35]=[CH:34][C:33]([C:36]([CH3:39])([CH3:38])[CH3:37])=[N:32][C:28]=3[N:29]=[CH:30][N:31]=2)=[CH:16][CH:15]=1)=[O:19])([CH3:24])([CH3:23])[CH3:22]. (2) The reactants are Br[C:2]1[CH:3]=[C:4]([CH:25]=[CH:26][CH:27]=1)[O:5][C:6]1[S:10][C:9]([CH2:11][NH:12][C:13]([C:15]2[CH:16]=[C:17]3[C:22](=[CH:23][CH:24]=2)[N:21]=[CH:20][CH:19]=[CH:18]3)=[O:14])=[CH:8][CH:7]=1.C(OCC)(=O)C.O.[CH3:35][N:36](C)C=O. The catalyst is [C-]#N.[Zn+2].[C-]#N.C1C=CC([P]([Pd]([P](C2C=CC=CC=2)(C2C=CC=CC=2)C2C=CC=CC=2)([P](C2C=CC=CC=2)(C2C=CC=CC=2)C2C=CC=CC=2)[P](C2C=CC=CC=2)(C2C=CC=CC=2)C2C=CC=CC=2)(C2C=CC=CC=2)C2C=CC=CC=2)=CC=1. The product is [C:35]([C:2]1[CH:3]=[C:4]([CH:25]=[CH:26][CH:27]=1)[O:5][C:6]1[S:10][C:9]([CH2:11][NH:12][C:13]([C:15]2[CH:16]=[C:17]3[C:22](=[CH:23][CH:24]=2)[N:21]=[CH:20][CH:19]=[CH:18]3)=[O:14])=[CH:8][CH:7]=1)#[N:36]. The yield is 0.210. (3) The reactants are Cl.CN[O:4][CH3:5].C[Al](C)C.C([C@H:17]1COC(=O)[N:18]1[C:23]([C@@H:25]1[C@@H:29]([C:30]2[CH:35]=[CH:34][C:33]([F:36])=[C:32]([F:37])[CH:31]=2)[CH2:28][N:27]([CH2:38][C:39]2[CH:44]=[CH:43][CH:42]=[CH:41][CH:40]=2)[CH2:26]1)=[O:24])C1C=CC=CC=1. The catalyst is C(Cl)Cl. The product is [CH3:5][O:4][N:18]([CH3:17])[C:23]([C@@H:25]1[C@@H:29]([C:30]2[CH:35]=[CH:34][C:33]([F:36])=[C:32]([F:37])[CH:31]=2)[CH2:28][N:27]([CH2:38][C:39]2[CH:40]=[CH:41][CH:42]=[CH:43][CH:44]=2)[CH2:26]1)=[O:24]. The yield is 0.900. (4) The reactants are [NH2:1][C:2]1[C:11]2[C:6](=[CH:7][CH:8]=[CH:9][CH:10]=2)[CH:5]=[CH:4][C:3]=1[C:12]([OH:21])([C:17]([F:20])([F:19])[F:18])[C:13]([F:16])([F:15])[F:14].[F:22][C:23]([F:35])([F:34])[O:24][C:25]1[CH:33]=[CH:32][C:28]([C:29](Cl)=[O:30])=[CH:27][CH:26]=1. No catalyst specified. The product is [F:20][C:17]([F:18])([F:19])[C:12]([C:3]1[CH:4]=[CH:5][C:6]2[C:11](=[CH:10][CH:9]=[CH:8][CH:7]=2)[C:2]=1[NH:1][C:29](=[O:30])[C:28]1[CH:32]=[CH:33][C:25]([O:24][C:23]([F:22])([F:34])[F:35])=[CH:26][CH:27]=1)([OH:21])[C:13]([F:14])([F:15])[F:16]. The yield is 0.390. (5) The reactants are [C:1]1(=[O:15])[C:5]2=[C:6]3[C:11](=[CH:12][CH:13]=[C:4]2[NH:3][C:2]1=[O:14])[N:10]=[CH:9][CH:8]=[CH:7]3.[H-].[Na+].[CH3:18][O:19][C:20]1[CH:27]=[CH:26][C:23]([CH2:24]Br)=[CH:22][CH:21]=1. The catalyst is CN(C)C=O.O.C(OCC)(=O)C. The product is [CH3:18][O:19][C:20]1[CH:27]=[CH:26][C:23]([CH2:24][N:3]2[C:4]3[C:5](=[C:6]4[C:11](=[CH:12][CH:13]=3)[N:10]=[CH:9][CH:8]=[CH:7]4)[C:1](=[O:15])[C:2]2=[O:14])=[CH:22][CH:21]=1. The yield is 0.820. (6) The reactants are Br[C:2]1[CH:15]=[N:14][C:5]2[NH:6][C:7](=[O:13])[C:8]([CH3:12])([CH3:11])[NH:9][CH2:10][C:4]=2[CH:3]=1.[CH3:16][N:17]([CH2:22][C:23]1[S:27][C:26]2[CH:28]=[CH:29][CH:30]=[CH:31][C:25]=2[C:24]=1[CH3:32])[C:18](=[O:21])[CH:19]=[CH2:20].C(N(C(C)C)C(C)C)C.CC1C=CC=CC=1P(C1C=CC=CC=1C)C1C=CC=CC=1C. The catalyst is C(#N)CC.CN(C=O)C.CC([O-])=O.CC([O-])=O.[Pd+2]. The product is [CH3:11][C:8]1([CH3:12])[C:7](=[O:13])[NH:6][C:5]2[N:14]=[CH:15][C:2](/[CH:20]=[CH:19]/[C:18]([N:17]([CH3:16])[CH2:22][C:23]3[S:27][C:26]4[CH:28]=[CH:29][CH:30]=[CH:31][C:25]=4[C:24]=3[CH3:32])=[O:21])=[CH:3][C:4]=2[CH2:10][NH:9]1. The yield is 0.560.